Dataset: Reaction yield outcomes from USPTO patents with 853,638 reactions. Task: Predict the reaction yield, written as a fraction of the theoretical maximum amount of product (1.0 means a 100% yield; for example, 0.34 means a 34% yield). No catalyst specified. The yield is 0.390. The reactants are C[O:2][C:3]1[CH:12]=[CH:11][C:10]2[NH:9][C:8](=[O:13])[C:7]3[S:14][CH:15]=[CH:16][C:6]=3[C:5]=2[C:4]=1[C:17]1[CH:22]=[CH:21][C:20]([NH:23][S:24]([CH3:27])(=[O:26])=[O:25])=[C:19]([CH3:28])[CH:18]=1.BrB(Br)Br. The product is [OH:2][C:3]1[CH:12]=[CH:11][C:10]2[NH:9][C:8](=[O:13])[C:7]3[S:14][CH:15]=[CH:16][C:6]=3[C:5]=2[C:4]=1[C:17]1[CH:22]=[CH:21][C:20]([NH:23][S:24]([CH3:27])(=[O:26])=[O:25])=[C:19]([CH3:28])[CH:18]=1.